From a dataset of Catalyst prediction with 721,799 reactions and 888 catalyst types from USPTO. Predict which catalyst facilitates the given reaction. (1) The catalyst class is: 2. Reactant: [CH3:1][O:2][C:3]1[CH:10]=[CH:9][C:6]([CH2:7][OH:8])=[C:5]([CH3:11])[CH:4]=1.[C:12](Cl)(=[O:14])[CH3:13]. Product: [CH3:1][O:2][C:3]1[CH:10]=[CH:9][C:6]([CH2:7][O:8][C:12](=[O:14])[CH3:13])=[C:5]([CH3:11])[CH:4]=1. (2) Reactant: [CH3:1][CH2:2][N:3]([C:6]([C:8]1([C:13]2[CH:14]=[CH:15][CH:16]=[CH:17][CH:18]=2)[CH:10]([CH2:11][NH2:12])[CH2:9]1)=[O:7])[CH2:4][CH3:5].[ClH:19].C(O)(C)C.CCCCCC. Product: [CH3:5][CH2:4][N:3]([C:6]([C:8]1([C:13]2[CH:14]=[CH:15][CH:16]=[CH:17][CH:18]=2)[CH:10]([CH2:11][NH2:12])[CH2:9]1)=[O:7])[CH2:2][CH3:1].[ClH:19].[ClH:19]. The catalyst class is: 32. (3) Reactant: [CH3:1][S-:2].[Na+].Cl[CH2:5][C:6]1[CH:11]=[C:10]([F:12])[N:9]=[C:8]([NH2:13])[CH:7]=1. Product: [F:12][C:10]1[N:9]=[C:8]([NH2:13])[CH:7]=[C:6]([CH2:5][S:2][CH3:1])[CH:11]=1. The catalyst class is: 8. (4) Reactant: [CH:1]1([CH:4]2[C:13]3[C:8](=[CH:9][CH:10]=[CH:11][CH:12]=3)[N:7]([CH2:14][C:15]([NH2:17])=O)[CH2:6][CH2:5]2)[CH2:3][CH2:2]1.B.C1COCC1.CO. Product: [CH:1]1([CH:4]2[C:13]3[C:8](=[CH:9][CH:10]=[CH:11][CH:12]=3)[N:7]([CH2:14][CH2:15][NH2:17])[CH2:6][CH2:5]2)[CH2:2][CH2:3]1. The catalyst class is: 1.